From a dataset of Experimental lipophilicity measurements (octanol/water distribution) for 4,200 compounds from AstraZeneca. Regression/Classification. Given a drug SMILES string, predict its absorption, distribution, metabolism, or excretion properties. Task type varies by dataset: regression for continuous measurements (e.g., permeability, clearance, half-life) or binary classification for categorical outcomes (e.g., BBB penetration, CYP inhibition). For this dataset (lipophilicity_astrazeneca), we predict Y. (1) The compound is C[C@@H](c1ncncc1F)[C@](O)(Cn1cncn1)c1ccc(F)cc1F. The Y is 1.70 logD. (2) The drug is O=c1c2sccc2n(CC2COc3ccccc3O2)c(=O)n1O. The Y is 1.44 logD.